From a dataset of Peptide-MHC class I binding affinity with 185,985 pairs from IEDB/IMGT. Regression. Given a peptide amino acid sequence and an MHC pseudo amino acid sequence, predict their binding affinity value. This is MHC class I binding data. (1) The peptide sequence is KEGVSVTVT. The MHC is HLA-A68:02 with pseudo-sequence HLA-A68:02. The binding affinity (normalized) is 0. (2) The peptide sequence is GVIRSIFAR. The MHC is HLA-A03:01 with pseudo-sequence HLA-A03:01. The binding affinity (normalized) is 0.337. (3) The peptide sequence is YEFLQPILL. The MHC is Mamu-B52 with pseudo-sequence Mamu-B52. The binding affinity (normalized) is 0.0257. (4) The peptide sequence is SYQHFRRLL. The MHC is H-2-Kd with pseudo-sequence H-2-Kd. The binding affinity (normalized) is 0.352. (5) The peptide sequence is LERPLAVQL. The MHC is HLA-B27:05 with pseudo-sequence HLA-B27:05. The binding affinity (normalized) is 0.213. (6) The peptide sequence is SEVSNVQRI. The MHC is HLA-B44:02 with pseudo-sequence HLA-B44:02. The binding affinity (normalized) is 0.767.